From a dataset of Full USPTO retrosynthesis dataset with 1.9M reactions from patents (1976-2016). Predict the reactants needed to synthesize the given product. (1) Given the product [C:18]([C:20]1[CH:25]=[C:24]([C:2]2[C:10]3[N:9]4[CH2:11][CH2:12][NH:13][C:14](=[O:15])[C:8]4=[CH:7][C:6]=3[CH:5]=[C:4]([C:16]#[N:17])[CH:3]=2)[CH:23]=[CH:22][CH:21]=1)#[N:19], predict the reactants needed to synthesize it. The reactants are: Br[C:2]1[C:10]2[N:9]3[CH2:11][CH2:12][NH:13][C:14](=[O:15])[C:8]3=[CH:7][C:6]=2[CH:5]=[C:4]([C:16]#[N:17])[CH:3]=1.[C:18]([C:20]1[CH:21]=[C:22](B(O)O)[CH:23]=[CH:24][CH:25]=1)#[N:19]. (2) Given the product [C:53](=[O:54])([O-:55])[NH2:52].[Cl:58][C:37]1[N:38]=[C:39]([C@@H:41]2[CH2:46][C@@H:45]3[C@@H:43]([CH2:44]3)[N:42]2[C:47]([C@@H:48]([NH:52][C:53](=[O:54])[O:55][CH3:56])[CH:49]([CH3:50])[CH3:51])=[O:57])[NH:40][C:36]=1[C:33]1[CH:34]=[CH:35][C:30]([C:25]2[CH:24]=[CH:23][C:22]3[C:27](=[CH:28][CH:29]=[C:20]([C:19]4[N:18]=[C:17]([C@@H:59]5[CH2:64][C@@H:63]6[C@@H:61]([CH2:62]6)[N:60]5[C:65](=[O:78])[C@@H:66]([NH:73][C:74]([O:75][CH3:76])=[O:77])[CH:67]5[CH2:68][CH2:69][O:70][CH2:71][CH2:72]5)[NH:16][CH:15]=4)[CH:21]=3)[CH:26]=2)=[CH:31][CH:32]=1, predict the reactants needed to synthesize it. The reactants are: ClC1NC=CN=1.C(O)(C(F)(F)F)=O.Cl[C:15]1[N:16]=[C:17]([C@@H:59]2[CH2:64][C@@H:63]3[C@@H:61]([CH2:62]3)[N:60]2[C:65](=[O:78])[C@@H:66]([NH:73][C:74](=[O:77])[O:75][CH3:76])[CH:67]2[CH2:72][CH2:71][O:70][CH2:69][CH2:68]2)[NH:18][C:19]=1[C:20]1[CH:29]=[CH:28][C:27]2[C:22](=[CH:23][CH:24]=[C:25]([C:30]3[CH:35]=[CH:34][C:33]([C:36]4[NH:40][C:39]([C@@H:41]5[CH2:46][C@@H:45]6[C@@H:43]([CH2:44]6)[N:42]5[C:47](=[O:57])[C@@H:48]([NH:52][C:53]([O:55][CH3:56])=[O:54])[CH:49]([CH3:51])[CH3:50])=[N:38][C:37]=4[Cl:58])=[CH:32][CH:31]=3)[CH:26]=2)[CH:21]=1. (3) Given the product [CH3:1][N:2]1[CH:6]=[CH:5][C:4]([NH:7][C:8]2[C:17]3[C:12](=[CH:13][CH:14]=[C:15]([O:18][C:19]4[N:24]=[CH:23][C:22]([O:25][CH2:31][C@@H:32]([OH:34])[CH3:33])=[CH:21][CH:20]=4)[CH:16]=3)[N:11]=[CH:10][N:9]=2)=[N:3]1, predict the reactants needed to synthesize it. The reactants are: [CH3:1][N:2]1[CH:6]=[CH:5][C:4]([NH:7][C:8]2[C:17]3[C:12](=[CH:13][CH:14]=[C:15]([O:18][C:19]4[N:24]=[CH:23][C:22]([OH:25])=[CH:21][CH:20]=4)[CH:16]=3)[N:11]=[CH:10][N:9]=2)=[N:3]1.CS(O[CH2:31][C@H:32]([O:34]C1CCCCO1)[CH3:33])(=O)=O.